This data is from Full USPTO retrosynthesis dataset with 1.9M reactions from patents (1976-2016). The task is: Predict the reactants needed to synthesize the given product. (1) Given the product [NH2:9][C:6]1[CH:7]=[CH:8][C:3]([C:1]#[N:2])=[C:4]([N:12]=[CH:13][N:14]([CH3:15])[CH3:16])[CH:5]=1, predict the reactants needed to synthesize it. The reactants are: [C:1]([C:3]1[CH:8]=[CH:7][C:6]([N+:9]([O-])=O)=[CH:5][C:4]=1[N:12]=[CH:13][N:14]([CH3:16])[CH3:15])#[N:2].[OH-].[Na+].[Cl-].[Na+]. (2) Given the product [Cl:1][C:2]1[CH:7]=[CH:6][C:5]([C:8]2[C:13](=[O:14])[N:12]([CH2:32][C:33]3[CH:40]=[CH:39][C:36]([C:37]#[N:38])=[CH:35][CH:34]=3)[N:11]3[C:15](=[O:18])[NH:16][N:17]=[C:10]3[C:9]=2[C:19]2[CH:24]=[CH:23][N:22]=[CH:21][CH:20]=2)=[CH:4][CH:3]=1, predict the reactants needed to synthesize it. The reactants are: [Cl:1][C:2]1[CH:7]=[CH:6][C:5]([C:8]2[C:13](=[O:14])[NH:12][N:11]3[C:15](=[O:18])[NH:16][N:17]=[C:10]3[C:9]=2[C:19]2[CH:24]=[CH:23][N:22]=[CH:21][CH:20]=2)=[CH:4][CH:3]=1.C([O-])([O-])=O.[K+].[K+].Br[CH2:32][C:33]1[CH:40]=[CH:39][C:36]([C:37]#[N:38])=[CH:35][CH:34]=1. (3) Given the product [CH3:1][O:2][C:3]([C@H:5]1[CH2:10][CH2:9][C@H:8]([CH2:11][N:12]2[C:16]3[CH:17]=[C:18]([C:21]([F:24])([F:22])[F:23])[CH:19]=[CH:20][C:15]=3[N:14]([CH3:28])[C:13]2=[O:25])[CH2:7][CH2:6]1)=[O:4], predict the reactants needed to synthesize it. The reactants are: [CH3:1][O:2][C:3]([C@H:5]1[CH2:10][CH2:9][C@H:8]([CH2:11][N:12]2[C:16]3[CH:17]=[C:18]([C:21]([F:24])([F:23])[F:22])[CH:19]=[CH:20][C:15]=3[NH:14][C:13]2=[O:25])[CH2:7][CH2:6]1)=[O:4].[H-].[Na+].[CH3:28]I.O. (4) The reactants are: C1(O[C:8](=[O:21])[NH:9][C:10]2[CH:19]=[CH:18][CH:17]=[C:16]3[C:11]=2[CH:12]=[CH:13][N:14]=[C:15]3[Cl:20])C=CC=CC=1.[F:22][C:23]([F:33])([F:32])[C:24]1[CH:31]=[CH:30][C:27]([CH2:28][NH2:29])=[CH:26][CH:25]=1. Given the product [Cl:20][C:15]1[C:16]2[C:11](=[C:10]([NH:9][C:8]([NH:29][CH2:28][C:27]3[CH:26]=[CH:25][C:24]([C:23]([F:22])([F:32])[F:33])=[CH:31][CH:30]=3)=[O:21])[CH:19]=[CH:18][CH:17]=2)[CH:12]=[CH:13][N:14]=1, predict the reactants needed to synthesize it. (5) Given the product [CH3:42][C@H:38]([O:37][C:35]1[N:34]=[C:33]2[C:29]([N:30]=[C:31]([O:60][CH3:61])[N:32]2[CH2:43][CH:44]2[CH2:45][CH2:46][NH:47][CH2:48][CH2:49]2)=[C:28]([NH2:27])[N:36]=1)[CH2:39][CH2:40][CH3:41], predict the reactants needed to synthesize it. The reactants are: C(OC1N=C2C(N=C(OC)N2CCCC2CCCCN2)=C(N)N=1)CCC.[NH2:27][C:28]1[N:36]=[C:35]([O:37][C@@H:38]([CH3:42])[CH2:39][CH2:40][CH3:41])[N:34]=[C:33]2[C:29]=1[N:30]=[C:31]([O:60][CH3:61])[N:32]2[CH2:43][CH:44]1[CH2:49][CH2:48][N:47](C(OCC2C=CC=CC=2)=O)[CH2:46][CH2:45]1. (6) Given the product [F:46][C:2]([F:1])([F:45])[C:3]1[CH:4]=[C:5]([CH:38]=[C:39]([C:41]([F:43])([F:42])[F:44])[CH:40]=1)[CH2:6][N:7]([CH2:20][C:21]1[CH:26]=[C:25]([C:27]([F:28])([F:29])[F:30])[CH:24]=[CH:23][C:22]=1[C:31]1[CH:36]=[CH:35][CH:34]=[CH:33][C:32]=1[O:37][CH2:48][CH2:49][CH2:50][C:51]([O:53][CH2:54][CH3:55])=[O:52])[C:8]1[N:13]=[CH:12][C:11]([N:14]2[CH2:15][CH2:16][O:17][CH2:18][CH2:19]2)=[CH:10][N:9]=1, predict the reactants needed to synthesize it. The reactants are: [F:1][C:2]([F:46])([F:45])[C:3]1[CH:4]=[C:5]([CH:38]=[C:39]([C:41]([F:44])([F:43])[F:42])[CH:40]=1)[CH2:6][N:7]([CH2:20][C:21]1[CH:26]=[C:25]([C:27]([F:30])([F:29])[F:28])[CH:24]=[CH:23][C:22]=1[C:31]1[C:32]([OH:37])=[CH:33][CH:34]=[CH:35][CH:36]=1)[C:8]1[N:13]=[CH:12][C:11]([N:14]2[CH2:19][CH2:18][O:17][CH2:16][CH2:15]2)=[CH:10][N:9]=1.Br[CH2:48][CH2:49][CH2:50][C:51]([O:53][CH2:54][CH3:55])=[O:52].C(=O)([O-])[O-].[K+].[K+].O.